From a dataset of HIV replication inhibition screening data with 41,000+ compounds from the AIDS Antiviral Screen. Binary Classification. Given a drug SMILES string, predict its activity (active/inactive) in a high-throughput screening assay against a specified biological target. (1) The drug is CC12CCC(=O)N1c1ccc(Cl)cc1N2. The result is 0 (inactive). (2) The drug is O=c1[nH]nc(Cc2ccccc2)n1O. The result is 0 (inactive). (3) The compound is CC(C)CCCC(C)C1CCC2C3CC(CCC=C(c4cc(Cl)c(O)c(C(=O)O)c4)c4cc(Cl)c(O)c(C(=O)O)c4)C4CCCCC4(C)C3CCC12C.N. The result is 1 (active). (4) The compound is Cc1ccc(NC(=O)SCCC(=O)O)cc1NC(=O)SCCC(=O)O. The result is 0 (inactive). (5) The drug is Clc1ccc2nc3occ(Br)c3cc2c1. The result is 0 (inactive).